From a dataset of Full USPTO retrosynthesis dataset with 1.9M reactions from patents (1976-2016). Predict the reactants needed to synthesize the given product. (1) Given the product [C:33]([O:37][C:38]([NH:40][C@H:41]([C:50]([O:52][CH3:53])=[O:51])[CH2:42][C:43]1[CH:48]=[CH:47][C:46]([O:32][CH2:31][CH2:30][C:21]2[CH:22]=[CH:23][C:24]3[CH2:25][CH2:26][CH2:27][NH:28][C:29]=3[N:20]=2)=[CH:45][N:44]=1)=[O:39])([CH3:35])([CH3:36])[CH3:34], predict the reactants needed to synthesize it. The reactants are: C1(P(C2C=CC=CC=2)C2C=CC=CC=2)C=CC=CC=1.[N:20]1[C:29]2[NH:28][CH2:27][CH2:26][CH2:25][C:24]=2[CH:23]=[CH:22][C:21]=1[CH2:30][CH2:31][OH:32].[C:33]([O:37][C:38]([NH:40][C@H:41]([C:50]([O:52][CH3:53])=[O:51])[CH2:42][C:43]1[CH:48]=[CH:47][C:46](O)=[CH:45][N:44]=1)=[O:39])([CH3:36])([CH3:35])[CH3:34]. (2) The reactants are: [N+:1]([C:4]1[CH:9]=[CH:8][C:7]([N:10]2[CH2:15][CH2:14][O:13][CH2:12][S:11]2(=[O:17])=[O:16])=[CH:6][CH:5]=1)([O-])=O. Given the product [O:17]=[S:11]1(=[O:16])[N:10]([C:7]2[CH:6]=[CH:5][C:4]([NH2:1])=[CH:9][CH:8]=2)[CH2:15][CH2:14][O:13][CH2:12]1, predict the reactants needed to synthesize it. (3) The reactants are: [F:1][C:2]1[CH:7]=[CH:6][CH:5]=[C:4]([F:8])[C:3]=1[N:9]1[C:14]2[N:15]=[C:16](S(C)(=O)=O)[N:17]=[C:18]([C:19]3[CH:20]=[C:21]([CH:29]=[CH:30][C:31]=3[CH3:32])[C:22]([N:24]([CH2:27][CH3:28])[CH2:25][CH3:26])=[O:23])[C:13]=2[CH2:12][NH:11][C:10]1=[O:37].[CH3:38][N:39]1[CH2:44][CH2:43][CH:42]([NH2:45])[CH2:41][CH2:40]1. Given the product [F:1][C:2]1[CH:7]=[CH:6][CH:5]=[C:4]([F:8])[C:3]=1[N:9]1[C:14]2[N:15]=[C:16]([NH:45][CH:42]3[CH2:43][CH2:44][N:39]([CH3:38])[CH2:40][CH2:41]3)[N:17]=[C:18]([C:19]3[CH:20]=[C:21]([CH:29]=[CH:30][C:31]=3[CH3:32])[C:22]([N:24]([CH2:27][CH3:28])[CH2:25][CH3:26])=[O:23])[C:13]=2[CH2:12][NH:11][C:10]1=[O:37], predict the reactants needed to synthesize it.